Dataset: Full USPTO retrosynthesis dataset with 1.9M reactions from patents (1976-2016). Task: Predict the reactants needed to synthesize the given product. Given the product [CH2:18]([C:14]1[C:13](=[O:6])[NH:1][C:2](=[O:3])[NH:4][CH:15]=1)[CH3:19], predict the reactants needed to synthesize it. The reactants are: [NH2:1][C:2]([NH2:4])=[O:3].S(=O)(=O)(O)[OH:6].ClC1N=[C:15](Cl)[C:14]([CH:18](Br)[CH3:19])=[CH:13]N=1.